This data is from Forward reaction prediction with 1.9M reactions from USPTO patents (1976-2016). The task is: Predict the product of the given reaction. (1) Given the reactants [Cl:1][C:2]1[C:3]([N:8]2[C:12]([C:13]([O:15]CC)=[O:14])=[CH:11][C:10]([C:18](=[O:29])[CH2:19][N:20]3[N:24]=[N:23][C:22]([C:25]([F:28])([F:27])[F:26])=[N:21]3)=[N:9]2)=[N:4][CH:5]=[CH:6][CH:7]=1.[OH-].[Na+], predict the reaction product. The product is: [Cl:1][C:2]1[C:3]([N:8]2[C:12]([C:13]([OH:15])=[O:14])=[CH:11][C:10]([C:18](=[O:29])[CH2:19][N:20]3[N:24]=[N:23][C:22]([C:25]([F:26])([F:28])[F:27])=[N:21]3)=[N:9]2)=[N:4][CH:5]=[CH:6][CH:7]=1. (2) The product is: [Cl:1][C:2]1[CH:3]=[C:4]([CH:20]=[CH:21][CH:22]=1)[CH2:5][NH:6][C:7]([C:9]1[CH:10]=[C:11]([C:18]#[N:19])[C:12]2[C:16]([CH:17]=1)=[N:15][N:14]([CH2:24][CH2:25][N:26]1[CH2:30][CH2:29][O:28][C:27]1=[O:31])[CH:13]=2)=[O:8]. Given the reactants [Cl:1][C:2]1[CH:3]=[C:4]([CH:20]=[CH:21][CH:22]=1)[CH2:5][NH:6][C:7]([C:9]1[CH:17]=[C:16]2[C:12]([CH:13]=[N:14][NH:15]2)=[C:11]([C:18]#[N:19])[CH:10]=1)=[O:8].Cl[CH2:24][CH2:25][N:26]1[CH2:30][CH2:29][O:28][C:27]1=[O:31].N1C2C(=CC=CC=2)C=N1, predict the reaction product. (3) The product is: [CH3:22][O:23][C:24]1[CH:25]=[CH:26][C:27]([CH2:28][N:37]([CH3:36])[C:13]2[CH:12]=[C:11]3[C:16]([CH:17]=[C:8]([C:6]4[CH:7]=[C:2]([NH2:1])[CH:3]=[CH:4][C:5]=4[Cl:21])[C:9](=[O:20])[N:10]3[CH3:19])=[CH:15][N:14]=2)=[CH:31][CH:32]=1. Given the reactants [NH2:1][C:2]1[CH:3]=[CH:4][C:5]([Cl:21])=[C:6]([C:8]2[C:9](=[O:20])[N:10]([CH3:19])[C:11]3[C:16]([CH:17]=2)=[CH:15][N:14]=[C:13](Cl)[CH:12]=3)[CH:7]=1.[CH3:22][O:23][C:24]1[CH:32]=[CH:31][C:27]([CH2:28]CN)=[CH:26][CH:25]=1.C1CCN2[C:36](=[N:37]CCC2)CC1.O, predict the reaction product. (4) Given the reactants [N:1]1[CH:6]=[CH:5][C:4]([C:7]2[S:15][C:14]3[C:13](=[O:16])[NH:12][C:11]4([CH2:21][CH2:20][NH:19][CH2:18][CH2:17]4)[NH:10][C:9]=3[CH:8]=2)=[CH:3][CH:2]=1.[OH:22]N1C2C=CC=CC=2N=N1.Cl.[CH2:33]([N:35]=C=NCCCN(C)C)[CH3:34], predict the reaction product. The product is: [NH2:35][CH2:33][C:34]([N:19]1[CH2:20][CH2:21][C:11]2([NH:10][C:9]3[CH:8]=[C:7]([C:4]4[CH:5]=[CH:6][N:1]=[CH:2][CH:3]=4)[S:15][C:14]=3[C:13](=[O:16])[NH:12]2)[CH2:17][CH2:18]1)=[O:22]. (5) The product is: [Cl:23][C:20]1[CH:21]=[CH:22][C:17]([CH2:16][N:15]2[C:14]3[C:9](=[N:10][C:11]([O:24][CH2:25][C:26]4[CH:31]=[CH:30][CH:29]=[CH:28][N:27]=4)=[CH:12][CH:13]=3)[CH:8]=[C:7]2[CH2:6][C:5]([CH3:33])([CH3:32])[C:4]([OH:34])=[O:3])=[CH:18][CH:19]=1. Given the reactants C([O:3][C:4](=[O:34])[C:5]([CH3:33])([CH3:32])[CH2:6][C:7]1[N:15]([CH2:16][C:17]2[CH:22]=[CH:21][C:20]([Cl:23])=[CH:19][CH:18]=2)[C:14]2[C:9](=[N:10][C:11]([O:24][CH2:25][C:26]3[CH:31]=[CH:30][CH:29]=[CH:28][N:27]=3)=[CH:12][CH:13]=2)[CH:8]=1)C.CO.[Li+].[OH-].C(O)(=O)CC(CC(O)=O)(C(O)=O)O, predict the reaction product.